Dataset: NCI-60 drug combinations with 297,098 pairs across 59 cell lines. Task: Regression. Given two drug SMILES strings and cell line genomic features, predict the synergy score measuring deviation from expected non-interaction effect. (1) Drug 1: C(=O)(N)NO. Drug 2: CCCCC(=O)OCC(=O)C1(CC(C2=C(C1)C(=C3C(=C2O)C(=O)C4=C(C3=O)C=CC=C4OC)O)OC5CC(C(C(O5)C)O)NC(=O)C(F)(F)F)O. Cell line: HOP-92. Synergy scores: CSS=20.3, Synergy_ZIP=-3.16, Synergy_Bliss=-6.36, Synergy_Loewe=-23.3, Synergy_HSA=-7.52. (2) Drug 1: CC1C(C(CC(O1)OC2CC(OC(C2O)C)OC3=CC4=CC5=C(C(=O)C(C(C5)C(C(=O)C(C(C)O)O)OC)OC6CC(C(C(O6)C)O)OC7CC(C(C(O7)C)O)OC8CC(C(C(O8)C)O)(C)O)C(=C4C(=C3C)O)O)O)O. Drug 2: C(CCl)NC(=O)N(CCCl)N=O. Cell line: RXF 393. Synergy scores: CSS=10.9, Synergy_ZIP=3.41, Synergy_Bliss=4.55, Synergy_Loewe=-21.5, Synergy_HSA=-0.0983. (3) Drug 1: C1CN1P(=S)(N2CC2)N3CC3. Drug 2: CCC1(C2=C(COC1=O)C(=O)N3CC4=CC5=C(C=CC(=C5CN(C)C)O)N=C4C3=C2)O.Cl. Cell line: BT-549. Synergy scores: CSS=27.1, Synergy_ZIP=-5.36, Synergy_Bliss=-2.83, Synergy_Loewe=1.16, Synergy_HSA=1.89. (4) Drug 1: CN1CCC(CC1)COC2=C(C=C3C(=C2)N=CN=C3NC4=C(C=C(C=C4)Br)F)OC. Drug 2: N.N.Cl[Pt+2]Cl. Cell line: HS 578T. Synergy scores: CSS=-7.74, Synergy_ZIP=4.29, Synergy_Bliss=5.44, Synergy_Loewe=-1.26, Synergy_HSA=-1.26. (5) Drug 1: C(CC(=O)O)C(=O)CN.Cl. Drug 2: C1CN(P(=O)(OC1)NCCCl)CCCl. Cell line: SF-268. Synergy scores: CSS=17.6, Synergy_ZIP=-5.03, Synergy_Bliss=-1.80, Synergy_Loewe=-9.24, Synergy_HSA=-2.32. (6) Drug 1: CCCS(=O)(=O)NC1=C(C(=C(C=C1)F)C(=O)C2=CNC3=C2C=C(C=N3)C4=CC=C(C=C4)Cl)F. Drug 2: C1=NC(=NC(=O)N1C2C(C(C(O2)CO)O)O)N. Cell line: UO-31. Synergy scores: CSS=15.7, Synergy_ZIP=-0.198, Synergy_Bliss=4.77, Synergy_Loewe=2.72, Synergy_HSA=4.90. (7) Drug 1: CCC1(CC2CC(C3=C(CCN(C2)C1)C4=CC=CC=C4N3)(C5=C(C=C6C(=C5)C78CCN9C7C(C=CC9)(C(C(C8N6C)(C(=O)OC)O)OC(=O)C)CC)OC)C(=O)OC)O.OS(=O)(=O)O. Drug 2: C1=NC2=C(N=C(N=C2N1C3C(C(C(O3)CO)O)F)Cl)N. Cell line: SR. Synergy scores: CSS=4.67, Synergy_ZIP=-2.71, Synergy_Bliss=-5.59, Synergy_Loewe=-6.72, Synergy_HSA=-7.08.